The task is: Predict the reactants needed to synthesize the given product.. This data is from Full USPTO retrosynthesis dataset with 1.9M reactions from patents (1976-2016). (1) Given the product [CH2:1]([C@@:5]1([CH2:28][CH3:29])[NH:11][C@H:10]([C:12]2[CH:13]=[CH:14][CH:15]=[CH:16][CH:17]=2)[C:9]2[CH:18]=[C:19]([O:24][CH3:25])[C:20]([C:22]([NH2:23])=[O:30])=[CH:21][C:8]=2[S:7](=[O:26])(=[O:27])[CH2:6]1)[CH2:2][CH2:3][CH3:4], predict the reactants needed to synthesize it. The reactants are: [CH2:1]([C@@:5]1([CH2:28][CH3:29])[NH:11][C@H:10]([C:12]2[CH:17]=[CH:16][CH:15]=[CH:14][CH:13]=2)[C:9]2[CH:18]=[C:19]([O:24][CH3:25])[C:20]([C:22]#[N:23])=[CH:21][C:8]=2[S:7](=[O:27])(=[O:26])[CH2:6]1)[CH2:2][CH2:3][CH3:4].[OH:30]O.O. (2) Given the product [C:1]([C:7]1[CH:8]=[CH:9][C:10]([C:13]2[CH:14]=[CH:15][N:16]=[CH:17][CH:18]=2)=[CH:11][CH:12]=1)([OH:2])=[O:4], predict the reactants needed to synthesize it. The reactants are: [C:1](=[O:4])([O-])[O-:2].[Na+].[Na+].[C:7]1(C)[CH:12]=[CH:11][C:10]([CH:13]2[CH:18]=[CH:17][N:16](C(=O)C(C)(C)C)[CH2:15][CH2:14]2)=[CH:9][CH:8]=1.[Mn]([O-])(=O)(=O)=O.[K+].[Mn]([O-])(=O)(=O)=O.S(S([O-])=O)([O-])=O.[Na+].[Na+]. (3) Given the product [NH2:8][C:9]1([CH2:14][NH:15][C:16]2[C:25]3[C:20](=[CH:21][CH:22]=[C:23]([CH3:26])[CH:24]=3)[N:19]=[C:18]([N:27]3[CH2:33][C:32]4[CH:34]=[CH:35][CH:36]=[CH:37][C:31]=4[S:30](=[O:39])(=[O:38])[CH2:29][CH2:28]3)[CH:17]=2)[CH2:13][CH2:12][O:11][CH2:10]1, predict the reactants needed to synthesize it. The reactants are: C([N:8](CC1C=CC=CC=1)[C:9]1([CH2:14][NH:15][C:16]2[C:25]3[C:20](=[CH:21][CH:22]=[C:23]([CH3:26])[CH:24]=3)[N:19]=[C:18]([N:27]3[CH2:33][C:32]4[CH:34]=[CH:35][CH:36]=[CH:37][C:31]=4[S:30](=[O:39])(=[O:38])[CH2:29][CH2:28]3)[CH:17]=2)[CH2:13][CH2:12][O:11][CH2:10]1)C1C=CC=CC=1. (4) Given the product [Cl:1][C:2]1[CH:10]=[CH:9][C:5](/[C:6](=[CH:17]/[C:16]2[CH:19]=[CH:20][CH:21]=[C:14]([Cl:13])[CH:15]=2)/[C:7]#[N:8])=[C:4]([O:11][CH3:12])[CH:3]=1, predict the reactants needed to synthesize it. The reactants are: [Cl:1][C:2]1[CH:10]=[CH:9][C:5]([CH2:6][C:7]#[N:8])=[C:4]([O:11][CH3:12])[CH:3]=1.[Cl:13][C:14]1[CH:15]=[C:16]([CH:19]=[CH:20][CH:21]=1)[CH:17]=O.C[O-].[Na+].